Dataset: Forward reaction prediction with 1.9M reactions from USPTO patents (1976-2016). Task: Predict the product of the given reaction. (1) Given the reactants [F:1][C:2]1[CH:3]=[C:4]([C@H:8]2[O:12][C:11](=[O:13])[NH:10][C@@H:9]2[C:14]2[CH:15]=[N:16][CH:17]=[C:18]([C:20]#[C:21][C:22]3(O)[CH2:27][CH2:26][CH2:25][CH2:24][CH2:23]3)[CH:19]=2)[CH:5]=[CH:6][CH:7]=1.ClCCl.CCN(S(F)(F)[F:38])CC, predict the reaction product. The product is: [F:38][C:22]1([C:21]#[C:20][C:18]2[CH:19]=[C:14]([C@@H:9]3[C@@H:8]([C:4]4[CH:5]=[CH:6][CH:7]=[C:2]([F:1])[CH:3]=4)[O:12][C:11](=[O:13])[NH:10]3)[CH:15]=[N:16][CH:17]=2)[CH2:27][CH2:26][CH2:25][CH2:24][CH2:23]1. (2) Given the reactants [F:1][C:2]1[CH:23]=[C:22]([N+:24]([O-])=O)[CH:21]=[CH:20][C:3]=1[O:4][C:5]1[CH:6]=[CH:7][C:8]2[N:9]([N:11]=[C:12]([NH:14][C:15]([CH:17]3[CH2:19][CH2:18]3)=[O:16])[N:13]=2)[CH:10]=1.[Cl-].[NH4+], predict the reaction product. The product is: [NH2:24][C:22]1[CH:21]=[CH:20][C:3]([O:4][C:5]2[CH:6]=[CH:7][C:8]3[N:9]([N:11]=[C:12]([NH:14][C:15]([CH:17]4[CH2:19][CH2:18]4)=[O:16])[N:13]=3)[CH:10]=2)=[C:2]([F:1])[CH:23]=1. (3) The product is: [Br:1][C:2]1[CH:7]=[CH:6][C:5]([O:8][CH2:9][CH3:10])=[CH:4][C:3]=1[CH2:11][CH:12]([NH:15][CH:16]=[O:17])[CH2:13][CH3:14]. Given the reactants [Br:1][C:2]1[CH:7]=[CH:6][C:5]([O:8][CH2:9][CH3:10])=[CH:4][C:3]=1[CH2:11][CH:12]([NH2:15])[CH2:13][CH3:14].[CH:16](O)=[O:17], predict the reaction product. (4) The product is: [Cl:1][C:2]1[C:3]2[S:10][C:9]([C:11]3[N:20]=[N:19][N:18]([CH2:17][Si:14]([CH3:16])([CH3:15])[CH3:13])[CH:12]=3)=[CH:8][C:4]=2[N:5]=[CH:6][N:7]=1. Given the reactants [Cl:1][C:2]1[C:3]2[S:10][C:9]([C:11]#[CH:12])=[CH:8][C:4]=2[N:5]=[CH:6][N:7]=1.[CH3:13][Si:14]([CH2:17][N:18]=[N+:19]=[N-:20])([CH3:16])[CH3:15].CCN(C(C)C)C(C)C, predict the reaction product. (5) Given the reactants [F:1][C:2]1[CH:20]=[CH:19][C:5]([CH2:6][CH:7]2[CH2:13][N:12]([CH2:14][CH2:15][C:16]([OH:18])=O)[CH2:11][CH2:10][CH2:9][O:8]2)=[CH:4][CH:3]=1.[F:21][C:22]1[CH:23]=[C:24]([CH:26]=[CH:27][CH:28]=1)[NH2:25].CCN=C=NCCCN(C)C.C1C=CC2N(O)N=NC=2C=1.CCN(C(C)C)C(C)C, predict the reaction product. The product is: [F:1][C:2]1[CH:3]=[CH:4][C:5]([CH2:6][CH:7]2[CH2:13][N:12]([CH2:14][CH2:15][C:16]([NH:25][C:24]3[CH:26]=[CH:27][CH:28]=[C:22]([F:21])[CH:23]=3)=[O:18])[CH2:11][CH2:10][CH2:9][O:8]2)=[CH:19][CH:20]=1. (6) The product is: [C:3]([NH:16][C@H:17]([C:23]([OH:22])=[O:24])[CH2:18][CH2:19][C:20]([OH:2])=[O:21])(=[O:15])[CH2:4][CH2:5][CH2:6][CH2:7][CH2:8][CH2:9][CH2:10][CH2:11][CH2:12][CH2:13][CH3:14]. Given the reactants C[OH:2].[C:3]([NH:16][C@@H:17]1[C:23](=[O:24])[O:22][C:20](=[O:21])[CH2:19][CH2:18]1)(=[O:15])[CH2:4][CH2:5][CH2:6][CH2:7][CH2:8][CH2:9][CH2:10][CH2:11][CH2:12][CH2:13][CH3:14], predict the reaction product. (7) Given the reactants CS(C)=O.[CH3:5][O:6][C:7]1[CH:12]=[CH:11][N:10]2[N:13]=[C:14]([C:19]3[CH:24]=[CH:23][CH:22]=[CH:21][CH:20]=3)[C:15](C(O)=O)=[C:9]2[CH:8]=1, predict the reaction product. The product is: [CH3:5][O:6][C:7]1[CH:12]=[CH:11][N:10]2[N:13]=[C:14]([C:19]3[CH:20]=[CH:21][CH:22]=[CH:23][CH:24]=3)[CH:15]=[C:9]2[CH:8]=1. (8) The product is: [NH2:34][C:25]1[N:24]=[C:23]2[C:28]([N:29]([CH2:54][CH2:55][CH:56]([O:59][CH3:60])[O:57][CH3:58])[C:30](=[O:31])[N:22]2[C:3]2[CH:4]=[C:5]([O:10][CH2:11][C:12]3[C:17]([O:18][CH3:19])=[CH:16][CH:15]=[C:14]([F:20])[C:13]=3[F:21])[C:6]([O:8][CH3:9])=[CH:7][C:2]=2[Cl:1])=[C:27]([O:32][CH3:33])[N:26]=1. Given the reactants [Cl:1][C:2]1[CH:7]=[C:6]([O:8][CH3:9])[C:5]([O:10][CH2:11][C:12]2[C:17]([O:18][CH3:19])=[CH:16][CH:15]=[C:14]([F:20])[C:13]=2[F:21])=[CH:4][C:3]=1[N:22]1[C:30](=[O:31])[NH:29][C:28]2[C:23]1=[N:24][C:25]([N:34]1C(=O)C3C(=CC=CC=3)C1=O)=[N:26][C:27]=2[O:32][CH3:33].C(=O)([O-])[O-].[K+].[K+].[I-].[Na+].Br[CH2:54][CH2:55][CH:56]([O:59][CH3:60])[O:57][CH3:58], predict the reaction product. (9) The product is: [NH2:52][C:50]1[N:49]=[CH:48][N:47]=[C:46]2[N:45]([CH2:12][C:6]3[N:5]([CH2:14][C:15]4[CH:20]=[CH:19][CH:18]=[CH:17][C:16]=4[Cl:21])[C:4](=[O:22])[C:3]4[C:8](=[CH:9][CH:10]=[CH:11][C:2]=4[Br:1])[N:7]=3)[N:44]=[C:43]([C:39]3[CH:40]=[CH:41][CH:42]=[C:37]([OH:36])[CH:38]=3)[C:51]=12. Given the reactants [Br:1][C:2]1[CH:11]=[CH:10][CH:9]=[C:8]2[C:3]=1[C:4](=[O:22])[N:5]([CH2:14][C:15]1[CH:20]=[CH:19][CH:18]=[CH:17][C:16]=1[Cl:21])[C:6]([CH2:12]Cl)=[N:7]2.C(=O)([O-])[O-].[K+].[K+].[Si]([O:36][C:37]1[CH:38]=[C:39]([C:43]2[C:51]3[C:46](=[N:47][CH:48]=[N:49][C:50]=3[NH2:52])[NH:45][N:44]=2)[CH:40]=[CH:41][CH:42]=1)(C(C)(C)C)(C)C, predict the reaction product. (10) Given the reactants [NH:1]([CH2:5][CH2:6][OH:7])[CH2:2][CH2:3][OH:4].S(=O)(=O)(O)O.[O-:13][C:14]#[N:15].[K+], predict the reaction product. The product is: [OH:4][CH2:3][CH2:2][N:1]([CH2:5][CH2:6][OH:7])[C:14]([NH2:15])=[O:13].